Dataset: Forward reaction prediction with 1.9M reactions from USPTO patents (1976-2016). Task: Predict the product of the given reaction. (1) Given the reactants [Cl:1][C:2]1[CH:10]=[CH:9][C:8]([O:11][CH3:12])=[CH:7][C:3]=1[C:4]([OH:6])=O.[F:13][C:14]1([F:29])[CH2:19][CH2:18][C:17]([CH2:27][NH2:28])([C:20]2[CH:21]=[N:22][C:23]([F:26])=[CH:24][CH:25]=2)[CH2:16][CH2:15]1, predict the reaction product. The product is: [Cl:1][C:2]1[CH:10]=[CH:9][C:8]([O:11][CH3:12])=[CH:7][C:3]=1[C:4]([NH:28][CH2:27][C:17]1([C:20]2[CH:21]=[N:22][C:23]([F:26])=[CH:24][CH:25]=2)[CH2:18][CH2:19][C:14]([F:13])([F:29])[CH2:15][CH2:16]1)=[O:6]. (2) Given the reactants [N+:1](C1C=C([N+]([O-])=O)C=CC=1)([O-:3])=[O:2].C(N1CCNCC1)(OC(C)(C)C)=O.C(=O)([O-])[O-].[K+].[K+].[C:32]([O:36][C:37]([N:39]1[CH2:44][CH2:43][N:42]([C:45]2[CH:50]=[C:49]([F:51])[CH:48]=[CH:47][C:46]=2[N+]([O-])=O)[CH2:41][CH2:40]1)=[O:38])([CH3:35])([CH3:34])[CH3:33], predict the reaction product. The product is: [C:32]([O:36][C:37]([N:39]1[CH2:40][CH2:41][N:42]([C:45]2[CH:46]=[CH:47][C:48]([N+:1]([O-:3])=[O:2])=[C:49]([F:51])[CH:50]=2)[CH2:43][CH2:44]1)=[O:38])([CH3:35])([CH3:33])[CH3:34]. (3) Given the reactants Br[CH2:2][C:3]([N:5]1[C:13]2[C:8](=[CH:9][C:10]([O:17][CH3:18])=[C:11]([N+:14]([O-])=O)[CH:12]=2)[CH2:7][CH2:6]1)=[O:4].C([O-])([O-])=O.[K+].[K+].[NH:25]1[CH2:30][CH2:29][CH2:28][CH:27]([OH:31])[CH2:26]1, predict the reaction product. The product is: [NH2:14][C:11]1[CH:12]=[C:13]2[C:8]([CH2:7][CH2:6][N:5]2[C:3](=[O:4])[CH2:2][N:25]2[CH2:30][CH2:29][CH2:28][CH:27]([OH:31])[CH2:26]2)=[CH:9][C:10]=1[O:17][CH3:18]. (4) Given the reactants C(OC([N:8]1[CH2:13][CH2:12][CH:11]([O:14][C:15]2[N:20]3[CH:21]=[C:22]([C:24](=[O:45])[NH:25][C:26]4[NH:30][C:29]5[CH:31]=[CH:32][C:33]([C:35]6[CH:40]=[CH:39][CH:38]=[C:37]([C:41]([F:44])([F:43])[F:42])[CH:36]=6)=[CH:34][C:28]=5[N:27]=4)[N:23]=[C:19]3[CH:18]=[CH:17][CH:16]=2)[CH2:10][CH2:9]1)=O)(C)(C)C.[ClH:46], predict the reaction product. The product is: [ClH:46].[ClH:46].[ClH:46].[F:44][C:41]([F:42])([F:43])[C:37]1[CH:36]=[C:35]([C:33]2[CH:32]=[CH:31][C:29]3[NH:30][C:26]([NH:25][C:24]([C:22]4[N:23]=[C:19]5[CH:18]=[CH:17][CH:16]=[C:15]([O:14][CH:11]6[CH2:12][CH2:13][NH:8][CH2:9][CH2:10]6)[N:20]5[CH:21]=4)=[O:45])=[N:27][C:28]=3[CH:34]=2)[CH:40]=[CH:39][CH:38]=1. (5) Given the reactants [OH:1][CH2:2][CH:3]1[O:7][C:6](=[O:8])[N:5]([CH:9]([CH3:11])C)[CH2:4]1.[CH2:12](N)CC.C(N)(C)C, predict the reaction product. The product is: [OH:1][CH2:2][CH:3]1[O:7][C:6](=[O:8])[N:5]([CH2:9][CH2:11][CH3:12])[CH2:4]1. (6) Given the reactants [CH2:1]=[C:2]1[S:6]/[C:5](=[N:7]\[C:8](=[O:10])[CH3:9])/[N:4]([C:11]2[CH:16]=[CH:15][C:14]([C:17]([F:20])([F:19])[F:18])=[CH:13][CH:12]=2)[CH2:3]1.[C:21]([OH:24])(=[O:23])[CH3:22].ICl.C([O-])(=O)C.[K+], predict the reaction product. The product is: [C:21]([O:24][CH2:1][C:2]1[S:6]/[C:5](=[N:7]\[C:8](=[O:10])[CH3:9])/[N:4]([C:11]2[CH:16]=[CH:15][C:14]([C:17]([F:20])([F:19])[F:18])=[CH:13][CH:12]=2)[CH:3]=1)(=[O:23])[CH3:22].